Dataset: Forward reaction prediction with 1.9M reactions from USPTO patents (1976-2016). Task: Predict the product of the given reaction. (1) The product is: [CH:16]([CH2:9][C:8](=[CH2:10])[C:7]([OH:12])=[O:11])=[CH:17][C:18]1[CH:23]=[CH:22][CH:21]=[CH:20][CH:19]=1.[C:30]([O:34][CH2:35][CH2:36][CH2:37][CH3:38])(=[O:33])[CH:31]=[CH2:32].[Na:1].[S:2]([O-:6])([O-:5])(=[O:4])=[O:3].[C:24]([OH:29])(=[O:28])[C:25]([CH3:27])=[CH2:26].[CH2:14]1[O:15][CH2:13]1. Given the reactants [Na:1].[S:2]([O-:6])([O-:5])(=[O:4])=[O:3].[C:7]([OH:12])(=[O:11])[C:8]([CH3:10])=[CH2:9].[CH2:13]1[O:15][CH2:14]1.[CH2:16]=[CH:17][C:18]1[CH:23]=[CH:22][CH:21]=[CH:20][CH:19]=1.[C:24]([OH:29])(=[O:28])[C:25]([CH3:27])=[CH2:26].[C:30]([O:34][CH2:35][CH2:36][CH2:37][CH3:38])(=[O:33])[CH:31]=[CH2:32].S(OOS([O-])(=O)=O)([O-])(=O)=O.[NH4+].[NH4+], predict the reaction product. (2) Given the reactants [CH3:1][N:2]([CH3:4])[CH3:3].C(O)C.[Br:8][CH2:9][CH2:10][CH2:11][C:12]([O:14][C@H:15]([C:25]1[CH:30]=[CH:29][C:28]([C:31]2[CH:32]=[N:33][C:34]([CH2:37][NH:38][S:39]([CH3:42])(=[O:41])=[O:40])=[CH:35][CH:36]=2)=[CH:27][CH:26]=1)[C@H:16]([NH:19][C:20](=[O:24])[CH:21]([F:23])[F:22])[CH2:17][F:18])=[O:13], predict the reaction product. The product is: [Br-:8].[F:22][CH:21]([F:23])[C:20]([NH:19][C@H:16]([CH2:17][F:18])[C@H:15]([O:14][C:12](=[O:13])[CH2:11][CH2:10][CH2:9][N+:2]([CH3:4])([CH3:3])[CH3:1])[C:25]1[CH:30]=[CH:29][C:28]([C:31]2[CH:32]=[N:33][C:34]([CH2:37][NH:38][S:39]([CH3:42])(=[O:41])=[O:40])=[CH:35][CH:36]=2)=[CH:27][CH:26]=1)=[O:24]. (3) Given the reactants Cl.[NH2:2][CH2:3][C:4]([O:6][CH3:7])=[O:5].Cl[C:9]1[C:14]([N+:15]([O-:17])=[O:16])=[CH:13][C:12]([CH3:18])=[CH:11][N:10]=1.C(N(CC)CC)C, predict the reaction product. The product is: [CH3:18][C:12]1[CH:13]=[C:14]([N+:15]([O-:17])=[O:16])[C:9]([NH:2][CH2:3][C:4]([O:6][CH3:7])=[O:5])=[N:10][CH:11]=1. (4) Given the reactants Br[C:2]1[CH:3]=[CH:4][C:5]([C:8]#[N:9])=[N:6][CH:7]=1.[CH3:10][S-:11].[Na+].C(=O)([O-])[O-].[K+].[K+], predict the reaction product. The product is: [CH3:10][S:11][C:2]1[CH:3]=[CH:4][C:5]([C:8]#[N:9])=[N:6][CH:7]=1.